Dataset: Forward reaction prediction with 1.9M reactions from USPTO patents (1976-2016). Task: Predict the product of the given reaction. (1) Given the reactants Br[C:2]1[C:11]([NH2:12])=[CH:10][C:9]([F:13])=[CH:8][C:3]=1[C:4]([O:6]C)=O.O=[C:15]1[CH2:20]C(=O)CN(C(OCC2C=CC=CC=2)=O)[CH2:16]1.[CH3:32][N:33]1[CH2:45][C:44]2NC3C=CC=C4C(=O)[NH:47][N:48]=[C:35]([C:36]=2C=34)[CH2:34]1, predict the reaction product. The product is: [CH2:32]([N:33]1[CH2:45][C:44]2[NH:12][C:11]3[CH:10]=[C:9]([F:13])[CH:8]=[C:3]4[C:4](=[O:6])[NH:47][N:48]=[C:35]([C:36]=2[C:2]=34)[CH2:34]1)[CH2:16][CH2:15][CH3:20]. (2) Given the reactants [C:1]([C:3]1[CH:4]=[CH:5][C:6]2[N:7]([C:9]([C:12]([O:14]CC)=[O:13])=[CH:10][N:11]=2)[CH:8]=1)#[N:2].[Li+].[OH-].C(O)(=O)CC(CC(O)=O)(C(O)=O)[OH:22], predict the reaction product. The product is: [C:1]([C:3]1[CH:4]=[CH:5][C:6]2[N:7]([C:9]([C:12]([OH:14])=[O:13])=[CH:10][N:11]=2)[CH:8]=1)(=[O:22])[NH2:2]. (3) Given the reactants [NH:1]1[CH2:5][CH2:4][CH2:3][CH2:2]1.[NH:6]1[CH:10]=[CH:9][N:8]=[N:7]1.[O:11]1[C:15]2([CH2:20][CH2:19][C:18](=O)[CH2:17][CH2:16]2)[O:14][CH2:13][CH2:12]1, predict the reaction product. The product is: [N:1]1([C:18]2([N:6]3[CH:10]=[CH:9][N:8]=[N:7]3)[CH2:19][CH2:20][C:15]3([O:14][CH2:13][CH2:12][O:11]3)[CH2:16][CH2:17]2)[CH2:5][CH2:4][CH2:3][CH2:2]1. (4) Given the reactants I[C:2]1[CH:7]=[CH:6][N:5]=[C:4]([N:8]2[C:16]3[C:11](=[CH:12][C:13]([O:17][CH3:18])=[CH:14][CH:15]=3)[C:10]([C:19]([NH2:21])=[O:20])=[N:9]2)[CH:3]=1.[C:22]([C@:24]1([OH:31])[CH2:28][CH2:27][N:26]([CH3:29])[C:25]1=[O:30])#[CH:23], predict the reaction product. The product is: [OH:31][C@@:24]1([C:22]#[C:23][C:2]2[CH:7]=[CH:6][N:5]=[C:4]([N:8]3[C:16]4[C:11](=[CH:12][C:13]([O:17][CH3:18])=[CH:14][CH:15]=4)[C:10]([C:19]([NH2:21])=[O:20])=[N:9]3)[CH:3]=2)[CH2:28][CH2:27][N:26]([CH3:29])[C:25]1=[O:30]. (5) Given the reactants [CH2:1]([OH:9])[CH2:2][C:3]1[CH:8]=[CH:7][CH:6]=[CH:5][CH:4]=1.[C:10]1([CH3:20])[CH:15]=[CH:14][C:13]([S:16](Cl)(=[O:18])=[O:17])=[CH:12][CH:11]=1, predict the reaction product. The product is: [CH3:20][C:10]1[CH:15]=[CH:14][C:13]([S:16]([O:9][CH2:1][CH2:2][C:3]2[CH:8]=[CH:7][CH:6]=[CH:5][CH:4]=2)(=[O:18])=[O:17])=[CH:12][CH:11]=1.